Dataset: Forward reaction prediction with 1.9M reactions from USPTO patents (1976-2016). Task: Predict the product of the given reaction. (1) The product is: [C:28]([C:25]1([C:21]2[CH:20]=[C:19]([CH:24]=[CH:23][CH:22]=2)[C:18]([NH:17][C:13]2[CH:12]=[C:11]([CH:16]=[CH:15][CH:14]=2)[O:10][C:7]2[CH:8]=[CH:9][C:4]3[N:5]([CH:31]=[C:2]([NH:1][C:37]([C:34]4[CH:35]=[CH:36][S:32][CH:33]=4)=[O:38])[N:3]=3)[N:6]=2)=[O:30])[CH2:27][CH2:26]1)#[N:29]. Given the reactants [NH2:1][C:2]1[N:3]=[C:4]2[CH:9]=[CH:8][C:7]([O:10][C:11]3[CH:12]=[C:13]([NH:17][C:18](=[O:30])[C:19]4[CH:24]=[CH:23][CH:22]=[C:21]([C:25]5([C:28]#[N:29])[CH2:27][CH2:26]5)[CH:20]=4)[CH:14]=[CH:15][CH:16]=3)=[N:6][N:5]2[CH:31]=1.[S:32]1[CH:36]=[CH:35][C:34]([C:37](O)=[O:38])=[CH:33]1.C(Cl)(=O)C(Cl)=O.O1CCCC1, predict the reaction product. (2) Given the reactants [CH3:1][C:2]1[CH:3]=[CH:4][C:5]([O:37][CH:38]2[CH2:43][CH2:42][CH2:41][CH2:40][O:39]2)=[C:6]([N:8]2[C:20]3[CH:19]=[CH:18][C:17]([C:21]([CH3:28])([CH2:23][C:24]([CH3:27])([CH3:26])[CH3:25])[CH3:22])=[CH:16][C:15]=3[C:14]3[C:9]2=[CH:10][CH:11]=[C:12]([C:29]([CH3:36])([CH2:31][C:32]([CH3:35])([CH3:34])[CH3:33])[CH3:30])[CH:13]=3)[CH:7]=1.[Li]CCCC.C([O:52][B:53](OC(C)C)[O:54]C(C)C)(C)C, predict the reaction product. The product is: [CH3:28][C:21]([C:17]1[CH:18]=[CH:19][C:20]2[N:8]([C:6]3[C:5]([O:37][CH:38]4[CH2:43][CH2:42][CH2:41][CH2:40][O:39]4)=[C:4]([B:53]([OH:54])[OH:52])[CH:3]=[C:2]([CH3:1])[CH:7]=3)[C:9]3[C:14]([C:15]=2[CH:16]=1)=[CH:13][C:12]([C:29]([CH3:30])([CH2:31][C:32]([CH3:33])([CH3:35])[CH3:34])[CH3:36])=[CH:11][CH:10]=3)([CH2:23][C:24]([CH3:25])([CH3:26])[CH3:27])[CH3:22]. (3) Given the reactants [C:1](=[O:3])=[O:2].NC(N)=O.[CH3:8][CH2:9][CH2:10][CH2:11][CH2:12][CH2:13][CH2:14][CH2:15][CH2:16][CH2:17][CH2:18]CCCCC, predict the reaction product. The product is: [CH3:8][CH2:9][CH2:10][CH2:11][CH2:12][CH2:13][CH2:14][CH2:15][CH3:16].[CH3:18][CH2:17][CH2:16][CH2:15][CH2:14][CH2:13][CH2:12][CH2:11][CH2:10][CH2:9][CH3:8].[C:1](=[O:3])=[O:2]. (4) The product is: [CH3:1][C:2]1[CH:7]=[CH:6][C:5]([CH3:8])=[CH:4][C:3]=1[CH2:9][S:10]([C:11]1[C:16]([CH3:17])=[CH:15][CH:14]=[CH:13][N+:12]=1[O-:18])(=[O:19])=[O:25]. Given the reactants [CH3:1][C:2]1[CH:7]=[CH:6][C:5]([CH3:8])=[CH:4][C:3]=1[CH2:9][S:10][C:11]1[C:16]([CH3:17])=[CH:15][CH:14]=[CH:13][N+:12]=1[O-:18].[OH:19]OS([O-])=O.[K+].[OH2:25], predict the reaction product. (5) Given the reactants [O:1]=[C:2]([CH2:8][C:9]([O:11][CH3:12])=[O:10])[CH2:3][C:4]([O:6][CH3:7])=[O:5].[CH:13](OCC)(OCC)OCC.N[C:24]([NH2:26])=O, predict the reaction product. The product is: [O:1]=[C:2]1[C:8]([C:9]([O:11][CH3:12])=[O:10])=[CH:24][NH:26][CH:13]=[C:3]1[C:4]([O:6][CH3:7])=[O:5].